From a dataset of Drug-target binding data from BindingDB using Ki measurements. Regression. Given a target protein amino acid sequence and a drug SMILES string, predict the binding affinity score between them. We predict pKi (pKi = -log10(Ki in M); higher means stronger inhibition). Dataset: bindingdb_ki. The drug is CSCCC(NC(=O)C(Cc1ccccc1)NC(=O)C(Cc1cnc[nH]1)NC(=O)CNC(=O)C(NC(=O)C(C)NC(=O)C(Cc1c[nH]c2ccccc12)NC(=O)C(CCC(N)=O)NC(=O)C1CCC(=O)N1)C(C)C)C(N)=O. The pKi is 8.2. The target protein sequence is MDPNNCSHLNLEVDPFLSCNNTFNQTLSPPKMDNWFHPGIIYVIPAVYGLIIVIGLIGNITLIKIFCTVKSMRNVPNLFISSLALGDLLLLVTCAPVDASKYLADRWLFGRIGCKLIPFIQLTSVGVSVFTLTALSADRYKAIVRPMDIQASHALMKICLKAALIWIVSMLLAIPEAVFSDLHPFHVKDTNQTFISCAPYPHSNELHPKIHSMASFLVFYIIPLSIISVYYYFIARNLIQSAYNLPVEGNIHVKKQIESRKRLAKTVLVFVGLFAFCWLPNHVIYLYRSYHYSEVDTSMLHFITSICARLLAFTNSCVNPFALYLLSKSFRKQFNTQLLCCQPSLLNRSHSTGRSTTCMTSFKSTNPSATFSLINGNICHEGYV.